This data is from Full USPTO retrosynthesis dataset with 1.9M reactions from patents (1976-2016). The task is: Predict the reactants needed to synthesize the given product. Given the product [Cl:20][CH2:21][C:22]([NH:1][C:2]1[CH:3]=[C:4]2[C:9](=[CH:10][CH:11]=1)[CH2:8][N:7]([C:12]([O:14][C:15]([CH3:18])([CH3:17])[CH3:16])=[O:13])[CH2:6][CH2:5]2)=[O:23], predict the reactants needed to synthesize it. The reactants are: [NH2:1][C:2]1[CH:3]=[C:4]2[C:9](=[CH:10][CH:11]=1)[CH2:8][N:7]([C:12]([O:14][C:15]([CH3:18])([CH3:17])[CH3:16])=[O:13])[CH2:6][CH2:5]2.[Na].[Cl:20][CH2:21][C:22](Cl)=[O:23].C(OCC)(=O)C.